The task is: Predict which catalyst facilitates the given reaction.. This data is from Catalyst prediction with 721,799 reactions and 888 catalyst types from USPTO. (1) Reactant: [NH2:1][C:2]1[CH:10]=[CH:9][C:5]([C:6]([OH:8])=[O:7])=[CH:4][C:3]=1[O:11][CH3:12].[O:13](C(C(F)(F)F)=O)[C:14]([C:16]([F:19])([F:18])[F:17])=O. Product: [CH3:12][O:11][C:3]1[CH:4]=[C:5]([CH:9]=[CH:10][C:2]=1[NH:1][C:14](=[O:13])[C:16]([F:19])([F:18])[F:17])[C:6]([OH:8])=[O:7]. The catalyst class is: 25. (2) Product: [F:5][CH2:4][CH:3]([O:6][C:7]1[CH:12]=[C:11]([F:13])[CH:10]=[CH:9][C:8]=1[NH2:14])[CH2:2][F:1]. Reactant: [F:1][CH2:2][CH:3]([O:6][C:7]1[CH:12]=[C:11]([F:13])[CH:10]=[CH:9][C:8]=1[N+:14]([O-])=O)[CH2:4][F:5]. The catalyst class is: 227. (3) Reactant: [CH2:1]([Cl:4])[CH2:2]Cl.NC1[CH:17]=[CH:16][C:9]([O:10][CH2:11][C:12]([CH3:15])([OH:14])[CH3:13])=[C:8]([O:18][CH3:19])[CH:7]=1.[C:20]([O-:23])([O-])=O.[K+].[K+].[CH3:26][N:27]([CH:29]=[O:30])[CH3:28]. Product: [Cl:4][C:1]1[CH:2]=[CH:16][C:9]([C:20]2[O:23][C:13]3[C:29](=[O:30])[N:27]([C:28]4[CH:17]=[CH:16][C:9]([O:10][CH2:11][C:12]([OH:14])([CH3:13])[CH3:15])=[C:8]([O:18][CH3:19])[CH:7]=4)[CH2:26][C:12]=3[CH:11]=2)=[CH:8][CH:7]=1. The catalyst class is: 25. (4) Reactant: [S:1]([NH2:5])([NH2:4])(=[O:3])=[O:2].Cl[C:7](Cl)([O:15][C:16]1[CH:21]=[CH:20][CH:19]=[CH:18][CH:17]=1)[O:8][C:9]1[CH:14]=[CH:13][CH:12]=[CH:11][CH:10]=1. Product: [S:1]([N:5]=[C:7]([O:8][C:9]1[CH:14]=[CH:13][CH:12]=[CH:11][CH:10]=1)[O:15][C:16]1[CH:21]=[CH:20][CH:19]=[CH:18][CH:17]=1)(=[O:3])(=[O:2])[NH2:4]. The catalyst class is: 10. (5) Reactant: [Br:1][C:2]1[C:10]2[C:5](=[N:6][CH:7]=[C:8]([F:11])[CH:9]=2)[NH:4][CH:3]=1.[H-].[Na+].[S:14](Cl)([C:17]1[CH:23]=[CH:22][C:20]([CH3:21])=[CH:19][CH:18]=1)(=[O:16])=[O:15].O. Product: [Br:1][C:2]1[C:10]2[C:5](=[N:6][CH:7]=[C:8]([F:11])[CH:9]=2)[N:4]([S:14]([C:17]2[CH:23]=[CH:22][C:20]([CH3:21])=[CH:19][CH:18]=2)(=[O:16])=[O:15])[CH:3]=1. The catalyst class is: 3. (6) The catalyst class is: 4. Product: [CH:19]1([NH:22][CH:15]2[CH2:16][CH2:17][N:12]([C:10]3[O:9][N:8]=[C:7]([C:1]4[CH:6]=[CH:5][CH:4]=[CH:3][CH:2]=4)[N:11]=3)[CH2:13][CH2:14]2)[CH2:21][CH2:20]1. Reactant: [C:1]1([C:7]2[N:11]=[C:10]([N:12]3[CH2:17][CH2:16][C:15](=O)[CH2:14][CH2:13]3)[O:9][N:8]=2)[CH:6]=[CH:5][CH:4]=[CH:3][CH:2]=1.[CH:19]1([NH2:22])[CH2:21][CH2:20]1.C(O[BH-](OC(=O)C)OC(=O)C)(=O)C.[Na+].C(O)(=O)C.